From a dataset of Peptide-MHC class II binding affinity with 134,281 pairs from IEDB. Regression. Given a peptide amino acid sequence and an MHC pseudo amino acid sequence, predict their binding affinity value. This is MHC class II binding data. (1) The peptide sequence is RSRPRRTTRRMDRRT. The MHC is DRB1_0101 with pseudo-sequence DRB1_0101. The binding affinity (normalized) is 0.363. (2) The peptide sequence is FLQRSVSTVCSRISRHHHHHH. The MHC is DRB1_1301 with pseudo-sequence DRB1_1301. The binding affinity (normalized) is 0.851.